From a dataset of Drug-target binding data from BindingDB using IC50 measurements. Regression. Given a target protein amino acid sequence and a drug SMILES string, predict the binding affinity score between them. We predict pIC50 (pIC50 = -log10(IC50 in M); higher means more potent). Dataset: bindingdb_ic50. (1) The small molecule is O=P([O-])([O-])C(CCCc1cccc(Oc2ccccc2Cc2ccccc2)c1)S(=O)(=O)[O-]. The target protein (A9JQL9) has sequence MTMMDMNFKYCHKIMKKHSKSFSYAFDLLPEDQRKAVWAIYAVCRKIDDSIDVYGDIQFLNQIKEDIQSIEKYPYEYHHFQSDRRIMMALQHVAQHKNIAFQSFYNLIDTVYKDQHFTMFETDAELFGYCYGVAGTVGEVLTPILSDHETHQTYDVARRLGESLQLINILRDVGEDFENERIYFSKQRLKQYEVDIAEVYQNGVNNHYIDLWEYYAAIAEKDFRDVMDQIKVFSIEAQPIIELAARIYIEILDEVRQANYTLHERVFVEKRKKAKLFHEINSKYHRI. The pIC50 is 4.4. (2) The small molecule is O=C(O)C1CN(CCO)CCN(CCON=C(c2ccccc2)c2ccccc2)C1. The target protein (P31650) has sequence MTAEQALPLGNGKAAEEARGSETLGGGGGGAAGTREARDKAVHERGHWNNKVEFVLSVAGEIIGLGNVWRFPYLCYKNGGGAFLIPYVVFFICCGIPVFFLETALGQFTSEGGITCWRRVCPLFEGIGYATQVIEAHLNVYYIIILAWAIFYLSNCFTTELPWATCGHEWNTEKCVEFQKLNFSNYSHVSLQNATSPVMEFWERRVLAISDGIEHIGNLRWELALCLLAAWTICYFCIWKGTKSTGKVVYVTATFPYIMLLILLIRGVTLPGASEGIKFYLYPDLSRLSDPQVWVDAGTQIFFSYAICLGCLTALGSYNNYNNNCYRDCIMLCCLNSGTSFVAGFAIFSVLGFMAYEQGVPIAEVAESGPGLAFIAYPKAVTMMPLSPLWATLFFMMLIFLGLDSQFVCVESLVTAVVDMYPKVFRRGYRRELLILALSIISYFLGLVMLTEGGMYIFQLFDSYAASGMCLLFVAIFECVCIGWVYGSNRFYDNIEDMIG.... The pIC50 is 3.0. (3) The compound is O=C(CSc1nc2ccccc2[nH]1)Nc1nc2ccccc2s1. The target protein sequence is MKTRITELLKIDYPIFQGGMAWVADGDLAGAVSKAGGLGIIGGGNAPKEVVKANIDKIKSLTDKPFGVNIMLLSPFVEDIVDLVIEEGVKVVTTGAGNPSKYMERFHEAGIIVIPVVPSVALAKRMEKIGADAVIAEGMEAGGHIGKLTTMTLVRQVATAISIPVIAAGGIADGEGAAAGFMLGAEAVQVGTRFVVAKESNAHPNYKEKILKARDIDTTISAQHFGHAVRAIKNQLTRDFELAEKDAFKQEDPDLEIFEQMGAGALAKAVVHGDVDGGSVMAGQIAGLVSKEETAEEILKDLYYGAAKKIQEEASRWTGVVRND. The pIC50 is 4.5. (4) The compound is O=C(COc1ccc(Cl)cc1Cl)Nc1ccc(C(=O)Nc2ccccc2C(=O)O)cc1. The target protein (P12259) has sequence MFPGCPRLWVLVVLGTSWVGWGSQGTEAAQLRQFYVAAQGISWSYRPEPTNSSLNLSVTSFKKIVYREYEPYFKKEKPQSTISGLLGPTLYAEVGDIIKVHFKNKADKPLSIHPQGIRYSKLSEGASYLDHTFPAEKMDDAVAPGREYTYEWSISEDSGPTHDDPPCLTHIYYSHENLIEDFNSGLIGPLLICKKGTLTEGGTQKTFDKQIVLLFAVFDESKSWSQSSSLMYTVNGYVNGTMPDITVCAHDHISWHLLGMSSGPELFSIHFNGQVLEQNHHKVSAITLVSATSTTANMTVGPEGKWIISSLTPKHLQAGMQAYIDIKNCPKKTRNLKKITREQRRHMKRWEYFIAAEEVIWDYAPVIPANMDKKYRSQHLDNFSNQIGKHYKKVMYTQYEDESFTKHTVNPNMKEDGILGPIIRAQVRDTLKIVFKNMASRPYSIYPHGVTFSPYEDEVNSSFTSGRNNTMIRAVQPGETYTYKWNILEFDEPTENDAQC.... The pIC50 is 4.8. (5) The small molecule is CNC(=O)[C@H](Cc1ccccc1)NC(=O)[C@H](CC(C)C)NC(=O)CSC. The target protein (P50282) has sequence MSPWQPLLLVLLALGYSFAAPHQRQPTYVVFPRDLKTSNLTDTQLAEDYLYRYGYTRAAQMMGEKQSLRPALLMLQKQLSLPQTGELDSETLKAIRSPRCGVPDVGKFQTFDGDLKWHHHNITYWIQSYTEDLPRDVIDDSFARAFAVWSAVTPLTFTRVYGLEADIVIQFGVAEHGDGYPFDGKDGLLAHAFPPGPGIQGDAHFDDDELWSLGKGAVVPTYFGNANGAPCHFPFTFEGRSYLSCTTDGRNDGKPWCGTTADYDTDRKYGFCPSENLYTEHGNGDGKPCVFPFIFEGHSYSACTTKGRSDGYRWCATTANYDQDKADGFCPTRADVTVTGGNSAGEMCVFPFVFLGKQYSTCTSEGRSDGRLWCATTSNFDADKKWGFCPDQGYSLFLVAAHEFGHALGLDHSSVPEALMYPMYHYHEDSPLHEDDIKGIHHLYGRGSKPDPRPPATTAAEPQPTAPPTMCSTAPPMAYPTGGPTVAPTGAPSPGPTGPP.... The pIC50 is 5.3. (6) The pIC50 is 7.4. The compound is COc1ccc([C@@H](CCCNS(=O)(=O)c2cccs2)N2C(=O)c3cccc(N4CCNCC4)c3C2=O)cc1OC. The target protein (P49684) has sequence MALSLESTTSFHMLTVSGSTVTELPGDSNVSLNSSWSGPTDPSSLKDLVATGVIGAVLSAMGVVGMVGNVYTLVVMCRFLRASASMYVYVVNLALADLLYLLSIPFIIATYVTKDWHFGDVGCRVLFSLDFLTMHASIFTLTIMSSERYAAVLRPLDTVQRSKGYRKLLVLGTWLLALLLTLPMMLAIQLVRRGSKSLCLPAWGPRAHRTYLTLLFGTSIVGPGLVIGLLYVRLARAYWLSQQASFKQTRRLPNPRVLYLILGIVLLFWACFLPFWLWQLLAQYHEAMPLTPETARIVNYLTTCLTYGNSCINPFLYTLLTKNYREYLRGRQRSLGSSCHSPGSPGSFLPSRVHLQQDSGRSLSSSSQQATETLMLSPVPRNGALL. (7) The compound is CC[C@H](C)[C@H](NC(=O)[C@@H](C[C@H](O)[C@H](CC(C)C)NC(=O)CSCC(=O)[C@H](Cc1ccccc1)NC(=O)OC(C)(C)C)C(C)C)C(=O)NCc1cnc(C)nc1N. The target protein (P80209) has sequence VIRIPLHKFTSIRRTMSEAAGVLIAKGPISKYATGEPAVRQGPIPELLKNYMDAQYYGEIGIGTPPQCFTVVFDTGSANLWVPSIHCKLLDIACWTHRKYNSDKSSTYVKNGTTFDIHYGSGSLSGYLSQDTVSVPCNPSSSSPGGVTVQRQTFGEAIKQPGVVFIAAKFDGILGMAYPRISVNNVLPVFDNLMQQKLVDKNVFSFFLNRDPKAQPGGELMLGGTDSKYYRGSLMFHNVTRQAYWQIHMDQLDVGSSLTVCKGGCEAIVDTGTSLIVGPVEEVRELQKAIGAVPLIQGEYMIPCEKVSSLPEVTVKLGGKDYALSPEDYALKVSQAETTVCLSGFMGMDIPPPGGPLWILGDVFIGRYYTVFDRDQNRVGLAEAARL. The pIC50 is 5.1.